Dataset: Forward reaction prediction with 1.9M reactions from USPTO patents (1976-2016). Task: Predict the product of the given reaction. (1) Given the reactants [O:1]1[CH2:6][CH2:5][N:4]([C:7]2[C:8]([NH2:26])=[N:9][C:10]3[C:15]([CH:16]=2)=[CH:14][C:13](B2OC(C)(C)C(C)(C)O2)=[CH:12][CH:11]=3)[CH2:3][CH2:2]1.P([O-])([O-])([O-])=O.[K+].[K+].[K+].C1(P(C2CCCCC2)C2C=CC=CC=2C2C(C(C)C)=CC(C(C)C)=CC=2C(C)C)CCCCC1.I[C:70]1[C:75]([CH3:76])=[CH:74][CH:73]=[CH:72][C:71]=1[C:77]1[N:81]2[CH:82]=[CH:83][CH:84]=[CH:85][C:80]2=[CH:79][N:78]=1, predict the reaction product. The product is: [CH:79]1[N:78]=[C:77]([C:71]2[CH:72]=[CH:73][CH:74]=[C:75]([CH3:76])[C:70]=2[C:13]2[CH:14]=[C:15]3[C:10](=[CH:11][CH:12]=2)[N:9]=[C:8]([NH2:26])[C:7]([N:4]2[CH2:3][CH2:2][O:1][CH2:6][CH2:5]2)=[CH:16]3)[N:81]2[CH:82]=[CH:83][CH:84]=[CH:85][C:80]=12. (2) Given the reactants [Cl:1][C:2]1[CH:10]=[CH:9][C:8]([O:11][C:12]([F:15])([F:14])[F:13])=[C:7]2[C:3]=1[C:4]([C:20]([N:22]1[CH2:27][CH2:26][CH:25]([C:28]3[CH:29]=[C:30]([CH:39]=[CH:40][C:41]=3[F:42])[CH2:31][NH:32]C(=O)C(F)(F)F)[CH2:24][CH2:23]1)=[O:21])=[CH:5][N:6]2[CH2:16][CH2:17][O:18][CH3:19].C([O-])([O-])=O.[K+].[K+], predict the reaction product. The product is: [ClH:1].[NH2:32][CH2:31][C:30]1[CH:39]=[CH:40][C:41]([F:42])=[C:28]([CH:25]2[CH2:26][CH2:27][N:22]([C:20]([C:4]3[C:3]4[C:7](=[C:8]([O:11][C:12]([F:14])([F:15])[F:13])[CH:9]=[CH:10][C:2]=4[Cl:1])[N:6]([CH2:16][CH2:17][O:18][CH3:19])[CH:5]=3)=[O:21])[CH2:23][CH2:24]2)[CH:29]=1. (3) Given the reactants [CH:1]([N:4]1[CH2:9][CH2:8][CH:7]([O:10][C:11]2[CH:19]=[CH:18][C:17]3[N:16]4[CH2:20][CH2:21][NH:22][C:23](=[O:24])[C:15]4=[CH:14][C:13]=3[CH:12]=2)[CH2:6][CH2:5]1)([CH3:3])[CH3:2].[H-].[Na+].Cl[CH2:28][C:29]([N:31]1[CH2:36][CH2:35][O:34][CH2:33][CH2:32]1)=[O:30], predict the reaction product. The product is: [CH:1]([N:4]1[CH2:9][CH2:8][CH:7]([O:10][C:11]2[CH:19]=[CH:18][C:17]3[N:16]4[CH2:20][CH2:21][N:22]([CH2:28][C:29]([N:31]5[CH2:36][CH2:35][O:34][CH2:33][CH2:32]5)=[O:30])[C:23](=[O:24])[C:15]4=[CH:14][C:13]=3[CH:12]=2)[CH2:6][CH2:5]1)([CH3:3])[CH3:2]. (4) Given the reactants [Br:1][C:2]1[CH:8]=[CH:7][C:5]([NH2:6])=[C:4]([CH3:9])[CH:3]=1.[N:10]([O-])=O.[Na+].Cl[Sn]Cl.[OH-].[Na+], predict the reaction product. The product is: [Br:1][C:2]1[CH:8]=[CH:7][C:5]([NH:6][NH2:10])=[C:4]([CH3:9])[CH:3]=1. (5) Given the reactants [CH3:1][C:2]1[NH:6][C:5]2[CH:7]=[CH:8][CH:9]=[C:10]([N+:11]([O-:13])=[O:12])[C:4]=2[N:3]=1.[CH2:14](N1C2C([N+]([O-])=O)=CC=CC=2N=C1)[CH3:15], predict the reaction product. The product is: [CH2:14]([N:6]1[C:5]2[CH:7]=[CH:8][CH:9]=[C:10]([N+:11]([O-:13])=[O:12])[C:4]=2[N:3]=[C:2]1[CH3:1])[CH3:15]. (6) Given the reactants [O:1]1[CH:10]2[CH:5]([CH2:6][N:7](C(OC(C)(C)C)=O)[CH2:8][CH2:9]2)[O:4][CH2:3][CH2:2]1.Cl, predict the reaction product. The product is: [O:1]1[CH:10]2[CH:5]([CH2:6][NH:7][CH2:8][CH2:9]2)[O:4][CH2:3][CH2:2]1. (7) Given the reactants I[C:2]1[CH:7]=[CH:6][C:5]([I:8])=[CH:4][CH:3]=1.[Li]CCCC.[O:14]1[C:18]2([CH2:23][CH2:22][C:21](=[O:24])[CH2:20][CH2:19]2)[O:17][CH2:16][CH2:15]1.C[Si](Cl)(C)C, predict the reaction product. The product is: [I:8][C:5]1[CH:6]=[CH:7][C:2]([C:21]2([OH:24])[CH2:22][CH2:23][C:18]3([O:17][CH2:16][CH2:15][O:14]3)[CH2:19][CH2:20]2)=[CH:3][CH:4]=1. (8) Given the reactants [NH:1]1[CH2:6][CH2:5][CH2:4][CH2:3][C@H:2]1[CH2:7][OH:8].[H-].[Na+].Cl[C:12]1[CH:13]=[CH:14][C:15]2[N:16]([C:18]([C:21]3[O:29][C:28]4[CH:27]=[CH:26][N:25]=[C:24]([O:30][CH3:31])[C:23]=4[CH:22]=3)=[CH:19][N:20]=2)[N:17]=1, predict the reaction product. The product is: [CH3:31][O:30][C:24]1[C:23]2[CH:22]=[C:21]([C:18]3[N:16]4[N:17]=[C:12]([O:8][CH2:7][C@@H:2]5[CH2:3][CH2:4][CH2:5][CH2:6][NH:1]5)[CH:13]=[CH:14][C:15]4=[N:20][CH:19]=3)[O:29][C:28]=2[CH:27]=[CH:26][N:25]=1. (9) Given the reactants [CH2:1]([N:8]1[CH2:13][CH2:12][CH:11]([NH:14][C:15]2[N:22]=[CH:21][CH:20]=[CH:19][C:16]=2[CH2:17]Cl)[CH2:10][CH2:9]1)[C:2]1[CH:7]=[CH:6][CH:5]=[CH:4][CH:3]=1.C(N(CC)CC)C.[F:30][C:31]1[CH:45]=[CH:44][C:34]([CH2:35][N:36]2[CH2:41][CH2:40][O:39][CH:38]([CH2:42][NH2:43])[CH2:37]2)=[CH:33][CH:32]=1.CCCCCC.CC(=O)[O:54]CC, predict the reaction product. The product is: [CH2:1]([N:8]1[CH2:13][CH2:12][CH:11]([NH:14][C:15]2[N:22]=[CH:21][CH:20]=[CH:19][C:16]=2[C:17]([NH:43][CH2:42][CH:38]2[O:39][CH2:40][CH2:41][N:36]([CH2:35][C:34]3[CH:44]=[CH:45][C:31]([F:30])=[CH:32][CH:33]=3)[CH2:37]2)=[O:54])[CH2:10][CH2:9]1)[C:2]1[CH:7]=[CH:6][CH:5]=[CH:4][CH:3]=1. (10) The product is: [NH:36]1[C:37]2[C:33](=[CH:32][C:31]([NH:30][C:4]3[N:9]=[CH:8][C:7]4=[CH:10][CH:11]=[C:12]([C:13]5[CH:18]=[CH:17][CH:16]=[CH:15][C:14]=5[O:19][CH3:20])[N:6]4[N:5]=3)=[CH:39][CH:38]=2)[CH:34]=[CH:35]1. Given the reactants CS([C:4]1[N:9]=[CH:8][C:7]2=[CH:10][CH:11]=[C:12]([C:13]3[CH:18]=[CH:17][CH:16]=[CH:15][C:14]=3[O:19][CH3:20])[N:6]2[N:5]=1)=O.C(N(CC)C(C)C)(C)C.[NH2:30][C:31]1[CH:32]=[C:33]2[C:37](=[CH:38][CH:39]=1)[NH:36][CH:35]=[CH:34]2, predict the reaction product.